Predict the reaction yield, written as a fraction of the theoretical maximum amount of product (1.0 means a 100% yield; for example, 0.34 means a 34% yield). From a dataset of Reaction yield outcomes from USPTO patents with 853,638 reactions. (1) The reactants are I[CH2:2][CH2:3][CH2:4][CH2:5][CH2:6][CH2:7][I:8].[OH:9][C:10]1[C:11](=[O:21])[C:12]2[C:17]([C:18](=[O:20])[CH:19]=1)=[CH:16][CH:15]=[CH:14][CH:13]=2. The catalyst is C1C=CC=CC=1.[Ag]. The product is [I:8][CH2:7][CH2:6][CH2:5][CH2:4][CH2:3][CH2:2][O:20][C:18]1[C:17]2[C:12](=[CH:13][CH:14]=[CH:15][CH:16]=2)[C:11](=[O:21])[C:10](=[O:9])[CH:19]=1. The yield is 0.570. (2) The reactants are [CH:1]1([C:5]2[C:14]([C:15](=O)[CH2:16][C:17](=O)[CH2:18][CH3:19])=[CH:13][C:8]([C:9]([O:11][CH3:12])=[O:10])=[C:7]([CH3:22])[CH:6]=2)[CH2:4][CH2:3][CH2:2]1.[NH2:23][NH2:24].O. The catalyst is CO. The product is [CH:1]1([C:5]2[C:14]([C:15]3[CH:16]=[C:17]([CH2:18][CH3:19])[NH:24][N:23]=3)=[CH:13][C:8]([C:9]([O:11][CH3:12])=[O:10])=[C:7]([CH3:22])[CH:6]=2)[CH2:4][CH2:3][CH2:2]1. The yield is 0.640. (3) The reactants are Br[C:2]1[CH:7]=[CH:6][CH:5]=[C:4]([O:8][CH2:9][O:10][CH3:11])[CH:3]=1.C([Li])CCC.[Cl:17][C:18]1[C:23]([CH3:24])=[C:22]([Cl:25])[N:21]=[CH:20][N:19]=1.C(C1C(=O)C(Cl)=C(Cl)C(=O)C=1C#N)#N. The catalyst is C1COCC1.C(Cl)Cl. The product is [Cl:17][C:18]1[C:23]([CH3:24])=[C:22]([Cl:25])[N:21]=[C:20]([C:2]2[CH:7]=[CH:6][CH:5]=[C:4]([O:8][CH2:9][O:10][CH3:11])[CH:3]=2)[N:19]=1. The yield is 0.370.